From a dataset of NCI-60 drug combinations with 297,098 pairs across 59 cell lines. Regression. Given two drug SMILES strings and cell line genomic features, predict the synergy score measuring deviation from expected non-interaction effect. (1) Drug 1: CS(=O)(=O)C1=CC(=C(C=C1)C(=O)NC2=CC(=C(C=C2)Cl)C3=CC=CC=N3)Cl. Drug 2: CC1CCCC2(C(O2)CC(NC(=O)CC(C(C(=O)C(C1O)C)(C)C)O)C(=CC3=CSC(=N3)C)C)C. Cell line: IGROV1. Synergy scores: CSS=1.13, Synergy_ZIP=0.663, Synergy_Bliss=1.56, Synergy_Loewe=-1.35, Synergy_HSA=0.184. (2) Drug 1: CC1=C2C(C(=O)C3(C(CC4C(C3C(C(C2(C)C)(CC1OC(=O)C(C(C5=CC=CC=C5)NC(=O)OC(C)(C)C)O)O)OC(=O)C6=CC=CC=C6)(CO4)OC(=O)C)OC)C)OC. Drug 2: CC1=C2C(C(=O)C3(C(CC4C(C3C(C(C2(C)C)(CC1OC(=O)C(C(C5=CC=CC=C5)NC(=O)C6=CC=CC=C6)O)O)OC(=O)C7=CC=CC=C7)(CO4)OC(=O)C)O)C)OC(=O)C. Cell line: A498. Synergy scores: CSS=45.1, Synergy_ZIP=3.14, Synergy_Bliss=3.90, Synergy_Loewe=3.51, Synergy_HSA=8.46. (3) Cell line: NCI-H322M. Drug 2: B(C(CC(C)C)NC(=O)C(CC1=CC=CC=C1)NC(=O)C2=NC=CN=C2)(O)O. Synergy scores: CSS=-4.52, Synergy_ZIP=1.59, Synergy_Bliss=-0.921, Synergy_Loewe=-3.60, Synergy_HSA=-4.37. Drug 1: CC(C1=C(C=CC(=C1Cl)F)Cl)OC2=C(N=CC(=C2)C3=CN(N=C3)C4CCNCC4)N. (4) Drug 1: C1C(C(OC1N2C=C(C(=O)NC2=O)F)CO)O. Drug 2: C1=CN(C=N1)CC(O)(P(=O)(O)O)P(=O)(O)O. Cell line: HCT-15. Synergy scores: CSS=25.4, Synergy_ZIP=-6.55, Synergy_Bliss=-2.22, Synergy_Loewe=-56.4, Synergy_HSA=-0.486.